This data is from Full USPTO retrosynthesis dataset with 1.9M reactions from patents (1976-2016). The task is: Predict the reactants needed to synthesize the given product. (1) The reactants are: [NH:1]1[C:9]2[C:4](=[CH:5][CH:6]=[CH:7][CH:8]=2)[C:3]([S:10][CH2:11][C:12]([O:14]C)=[O:13])=[CH:2]1. Given the product [NH:1]1[C:9]2[C:4](=[CH:5][CH:6]=[CH:7][CH:8]=2)[C:3]([S:10][CH2:11][C:12]([OH:14])=[O:13])=[CH:2]1, predict the reactants needed to synthesize it. (2) The reactants are: C([O:8][C:9]1[C:18](=[O:19])[N:17]2[C:12]([N:13]([CH3:22])[N:14]([CH3:21])[C:15](=[O:20])[CH2:16]2)=[N:11][C:10]=1[C:23]([O:25][CH2:26][CH3:27])=[O:24])C1C=CC=CC=1.[H][H]. Given the product [CH3:22][N:13]1[C:12]2=[N:11][C:10]([C:23]([O:25][CH2:26][CH3:27])=[O:24])=[C:9]([OH:8])[C:18](=[O:19])[N:17]2[CH2:16][C:15](=[O:20])[N:14]1[CH3:21], predict the reactants needed to synthesize it. (3) Given the product [F:1][C:2]1[CH:3]=[C:4]([C:26]2([CH2:30][C:31]([OH:33])=[O:32])[CH2:27][O:28][CH2:29]2)[CH:5]=[CH:6][C:7]=1[O:8][CH2:9][C:10]1[CH:11]=[C:12]([C:16]2[CH:17]=[CH:18][C:19]([C:22]([F:25])([F:23])[F:24])=[CH:20][CH:21]=2)[CH:13]=[CH:14][CH:15]=1, predict the reactants needed to synthesize it. The reactants are: [F:1][C:2]1[CH:3]=[C:4]([C:26]2([CH2:30][C:31]([O:33]CC)=[O:32])[CH2:29][O:28][CH2:27]2)[CH:5]=[CH:6][C:7]=1[O:8][CH2:9][C:10]1[CH:11]=[C:12]([C:16]2[CH:21]=[CH:20][C:19]([C:22]([F:25])([F:24])[F:23])=[CH:18][CH:17]=2)[CH:13]=[CH:14][CH:15]=1.